This data is from Full USPTO retrosynthesis dataset with 1.9M reactions from patents (1976-2016). The task is: Predict the reactants needed to synthesize the given product. (1) Given the product [F:1][C:2]([F:6])([F:5])[CH2:3][O:4][CH2:10][CH2:9][OH:8], predict the reactants needed to synthesize it. The reactants are: [F:1][C:2]([F:6])([F:5])[CH2:3][OH:4].C1(=O)O[CH2:10][CH2:9][O:8]1. (2) Given the product [CH3:15][O:16][C:17](=[O:40])[C:18]1[CH:19]=[CH:20][C:21]([S:24][C:25]2[CH:30]=[CH:29][C:28]([NH:31][C:32]([O:34][C:35]([CH3:37])([CH3:36])[CH3:38])=[O:33])=[CH:27][CH:26]=2)=[C:22]([NH:2][C:1]2[C:3]3[CH:8]=[CH:7][C:6]([CH3:9])=[N:5][C:4]=3[N:10]=[CH:11][N:12]=2)[CH:23]=1, predict the reactants needed to synthesize it. The reactants are: [C:1]([C:3]1[C:4]([N:10]=[CH:11][N:12](C)C)=[N:5][C:6]([CH3:9])=[CH:7][CH:8]=1)#[N:2].[CH3:15][O:16][C:17](=[O:40])[C:18]1[CH:23]=[CH:22][C:21]([S:24][C:25]2[CH:30]=[CH:29][C:28]([NH:31][C:32]([O:34][C:35]([CH3:38])([CH3:37])[CH3:36])=[O:33])=[CH:27][CH:26]=2)=[C:20](N)[CH:19]=1.CCOC(C)=O.C([O-])([O-])=O.[K+].[K+].